From a dataset of TCR-epitope binding with 47,182 pairs between 192 epitopes and 23,139 TCRs. Binary Classification. Given a T-cell receptor sequence (or CDR3 region) and an epitope sequence, predict whether binding occurs between them. The epitope is KLWAQCVQL. The TCR CDR3 sequence is CASSSGLAGEAADTQYF. Result: 1 (the TCR binds to the epitope).